This data is from Full USPTO retrosynthesis dataset with 1.9M reactions from patents (1976-2016). The task is: Predict the reactants needed to synthesize the given product. (1) The reactants are: [CH3:1][N:2]1[C:10]2[C:5](=[C:6]([CH3:11])[CH:7]=[CH:8][CH:9]=2)[C:4]([CH2:12][N:13]2[C:17]3[CH:18]=[CH:19][CH:20]=[CH:21][C:16]=3[N:15]([C:22]3[CH2:26][CH2:25][CH2:24][C:23]=3[C:27]([OH:29])=[O:28])[C:14]2=[O:30])=[CH:3]1. Given the product [CH3:1][N:2]1[C:10]2[C:5](=[C:6]([CH3:11])[CH:7]=[CH:8][CH:9]=2)[C:4]([CH2:12][N:13]2[C:17]3[CH:18]=[CH:19][CH:20]=[CH:21][C:16]=3[N:15]([CH:22]3[CH2:26][CH2:25][CH2:24][CH:23]3[C:27]([OH:29])=[O:28])[C:14]2=[O:30])=[CH:3]1, predict the reactants needed to synthesize it. (2) Given the product [CH2:20]([N:22]([CH3:30])[C:23]1[N:24]=[CH:25][C:26]([NH:29][C:13]([C:11]2[N:12]=[C:8]([C:3]3[CH:4]=[CH:5][CH:6]=[CH:7][C:2]=3[Br:1])[O:9][C:10]=2[C:16]([F:19])([F:18])[F:17])=[O:15])=[CH:27][CH:28]=1)[CH3:21], predict the reactants needed to synthesize it. The reactants are: [Br:1][C:2]1[CH:7]=[CH:6][CH:5]=[CH:4][C:3]=1[C:8]1[O:9][C:10]([C:16]([F:19])([F:18])[F:17])=[C:11]([C:13]([OH:15])=O)[N:12]=1.[CH2:20]([N:22]([CH3:30])[C:23]1[CH:28]=[CH:27][C:26]([NH2:29])=[CH:25][N:24]=1)[CH3:21]. (3) Given the product [Cl:1][C:2]1[CH:10]=[C:9]2[C:5]([C:6]([C:11]([OH:27])=[O:12])=[CH:7][NH:8]2)=[CH:4][C:3]=1[C:13]1[CH:18]=[CH:17][CH:16]=[C:15]([O:19][CH3:20])[CH:14]=1, predict the reactants needed to synthesize it. The reactants are: [Cl:1][C:2]1[CH:10]=[C:9]2[C:5]([C:6]([CH:11]=[O:12])=[CH:7][NH:8]2)=[CH:4][C:3]=1[C:13]1[CH:18]=[CH:17][CH:16]=[C:15]([O:19][CH3:20])[CH:14]=1.CC(=CC)C.Cl([O-])=[O:27].[Na+].P([O-])(O)(O)=O.[Na+]. (4) Given the product [CH3:12][O:11][C:10]1[CH:9]=[CH:8][CH:7]=[C:3]2[C:2]=1[N:1]=[C:21]([C:20]1[CH:23]=[CH:24][C:17]([O:16][CH:15]3[CH2:31][CH2:30][N:29]([CH:39]4[CH2:42][CH2:41][CH2:40]4)[CH2:28][CH2:27]3)=[CH:18][CH:19]=1)[N:14]([CH3:13])[C:4]2=[O:6], predict the reactants needed to synthesize it. The reactants are: [NH2:1][C:2]1[C:10]([O:11][CH3:12])=[CH:9][CH:8]=[CH:7][C:3]=1[C:4]([OH:6])=O.[CH3:13][NH2:14].[CH3:15][O:16][C:17]1[CH:24]=[CH:23][C:20]([CH:21]=O)=[CH:19][CH:18]=1.OC1[CH2:31][CH2:30][N:29](C(OC(C)(C)C)=O)[CH2:28][CH2:27]1.[C:39]1(=O)[CH2:42][CH2:41][CH2:40]1. (5) Given the product [Br:1][C:2]1[C:3]([N+:9]([O-:11])=[O:10])=[C:4]([CH:6]=[CH:7][CH:8]=1)[NH:5][CH:13]([CH3:15])[CH3:12], predict the reactants needed to synthesize it. The reactants are: [Br:1][C:2]1[C:3]([N+:9]([O-:11])=[O:10])=[C:4]([CH:6]=[CH:7][CH:8]=1)[NH2:5].[CH3:12][C:13]([CH3:15])=O.Cl.C([BH3-])#N.[Na+]. (6) The reactants are: S(S([O-])(=O)=O)([O-])(=O)=O.[Na+].[Na+].[CH3:11][O:12][C:13](=[O:35])[CH2:14][C:15]1[CH:20]=[C:19]([Br:21])[C:18]([O:22][C:23]2[CH:28]=[CH:27][C:26]([O:29][CH3:30])=[C:25]([N+:31]([O-])=O)[CH:24]=2)=[C:17]([Br:34])[CH:16]=1. Given the product [CH3:11][O:12][C:13](=[O:35])[CH2:14][C:15]1[CH:20]=[C:19]([Br:21])[C:18]([O:22][C:23]2[CH:28]=[CH:27][C:26]([O:29][CH3:30])=[C:25]([NH2:31])[CH:24]=2)=[C:17]([Br:34])[CH:16]=1, predict the reactants needed to synthesize it. (7) Given the product [CH3:1][C:2]1([CH3:13])[CH:11]([N:16]2[CH:20]=[CH:19][N:18]=[CH:17]2)[C:10]2[C:5](=[CH:6][CH:7]=[CH:8][CH:9]=2)[S:4][CH2:3]1, predict the reactants needed to synthesize it. The reactants are: [CH3:1][C:2]1([CH3:13])[CH:11](O)[C:10]2[C:5](=[CH:6][CH:7]=[CH:8][CH:9]=2)[S:4][CH2:3]1.C([N:16]1[CH:20]=[CH:19][N:18]=[CH:17]1)([N:16]1[CH:20]=[CH:19][N:18]=[CH:17]1)=O.